From a dataset of Full USPTO retrosynthesis dataset with 1.9M reactions from patents (1976-2016). Predict the reactants needed to synthesize the given product. (1) Given the product [Cl:6][C:7]([Cl:12])([Cl:11])[C:8]([C:2]1[NH:1][CH:5]=[CH:4][CH:3]=1)=[O:9], predict the reactants needed to synthesize it. The reactants are: [NH:1]1[CH:5]=[CH:4][CH:3]=[CH:2]1.[Cl:6][C:7]([Cl:12])([Cl:11])[C:8](Cl)=[O:9]. (2) Given the product [CH3:25][C:26]1[CH:30]=[C:29]([CH3:31])[N:28]([CH:32]([C:33]2[C:35]3[CH2:36][O:37][CH2:38][CH2:39][C:40]=3[N:17]=[C:16]([NH:15][C:5]3[CH:6]=[CH:7][C:8]([N:9]4[CH:13]=[C:12]([CH3:14])[N:11]=[CH:10]4)=[C:3]([O:2][CH3:1])[CH:4]=3)[N:18]=2)[CH3:42])[N:27]=1, predict the reactants needed to synthesize it. The reactants are: [CH3:1][O:2][C:3]1[CH:4]=[C:5]([NH:15][C:16]([NH2:18])=[NH:17])[CH:6]=[CH:7][C:8]=1[N:9]1[CH:13]=[C:12]([CH3:14])[N:11]=[CH:10]1.C(=O)([O-])[O-].[K+].[K+].[CH3:25][C:26]1[CH:30]=[C:29]([CH3:31])[N:28]([CH:32]([CH3:42])[C:33]([CH:35]2[C:40](=O)[CH2:39][CH2:38][O:37][CH2:36]2)=O)[N:27]=1. (3) Given the product [Br:2][C:3]1[C:4]([C@@H:9]([NH:19][C:36](=[O:37])[CH2:35][N:24]2[C:25]3[C:26]([F:33])([F:34])[CH2:27][CH2:28][C:29]([F:31])([F:32])[C:30]=3[C:22]([CH:21]([F:39])[F:20])=[N:23]2)[CH2:10][C:11]2[CH:12]=[C:13]([F:18])[CH:14]=[C:15]([F:17])[CH:16]=2)=[N:5][CH:6]=[CH:7][CH:8]=1, predict the reactants needed to synthesize it. The reactants are: Cl.[Br:2][C:3]1[C:4]([C@@H:9]([NH2:19])[CH2:10][C:11]2[CH:16]=[C:15]([F:17])[CH:14]=[C:13]([F:18])[CH:12]=2)=[N:5][CH:6]=[CH:7][CH:8]=1.[F:20][CH:21]([F:39])[C:22]1[C:30]2[C:29]([F:32])([F:31])[CH2:28][CH2:27][C:26]([F:34])([F:33])[C:25]=2[N:24]([CH2:35][C:36](O)=[O:37])[N:23]=1. (4) The reactants are: [Cl:1][C:2]1[CH:3]=[C:4]2[C:9](=[CH:10][C:11]=1[O:12][CH:13]([CH3:15])[CH3:14])[N:8]=[C:7]([O:16][CH3:17])[C:6]([C:18](=O)[CH3:19])=[CH:5]2.[CH3:21][C:22]([S@:25]([NH2:27])=[O:26])([CH3:24])[CH3:23]. Given the product [Cl:1][C:2]1[CH:3]=[C:4]2[C:9](=[CH:10][C:11]=1[O:12][CH:13]([CH3:15])[CH3:14])[N:8]=[C:7]([O:16][CH3:17])[C:6](/[C:18](=[N:27]/[S@@:25]([C:22]([CH3:24])([CH3:23])[CH3:21])=[O:26])/[CH3:19])=[CH:5]2, predict the reactants needed to synthesize it. (5) Given the product [Br:1][C:2]1[CH:3]=[C:4]2[C:8](=[CH:9][CH:10]=1)[N:7]([C:12]1[CH:13]=[N:14][CH:15]=[CH:16][CH:17]=1)[N:6]=[CH:5]2, predict the reactants needed to synthesize it. The reactants are: [Br:1][C:2]1[CH:3]=[C:4]2[C:8](=[CH:9][CH:10]=1)[NH:7][N:6]=[CH:5]2.F[C:12]1[CH:13]=[N:14][CH:15]=[CH:16][CH:17]=1. (6) Given the product [C:1]([O:4][C@@H:5]1[C@@H:18]([O:19][C:20](=[O:22])[CH3:21])[C@H:17]([O:23][C:24](=[O:26])[CH3:25])[CH2:16][S:15][C@H:6]1[O:7][C:8]1[CH:13]=[CH:12][CH:11]=[C:10]([C:28]2[O:27][CH:31]=[CH:30][CH:29]=2)[CH:9]=1)(=[O:3])[CH3:2], predict the reactants needed to synthesize it. The reactants are: [C:1]([O:4][C@@H:5]1[C@@H:18]([O:19][C:20](=[O:22])[CH3:21])[C@H:17]([O:23][C:24](=[O:26])[CH3:25])[CH2:16][S:15][C@H:6]1[O:7][C:8]1[CH:13]=[CH:12][CH:11]=[C:10](I)[CH:9]=1)(=[O:3])[CH3:2].[O:27]1[CH:31]=[CH:30][CH:29]=[C:28]1B(O)O.